From a dataset of Catalyst prediction with 721,799 reactions and 888 catalyst types from USPTO. Predict which catalyst facilitates the given reaction. (1) Reactant: [CH3:1][N:2]1[CH:6]=[C:5]([C:7]2[CH:12]=[CH:11][CH:10]=[CH:9][CH:8]=2)[N:4]=[C:3]1[CH2:13][CH2:14][C:15]1[N:20]=[C:19]([C:21]#[N:22])[CH:18]=[CH:17][CH:16]=1.C(=O)([O-])[O-:24].[K+].[K+].OO. Product: [CH3:1][N:2]1[CH:6]=[C:5]([C:7]2[CH:8]=[CH:9][CH:10]=[CH:11][CH:12]=2)[N:4]=[C:3]1[CH2:13][CH2:14][C:15]1[N:20]=[C:19]([C:21]([NH2:22])=[O:24])[CH:18]=[CH:17][CH:16]=1. The catalyst class is: 16. (2) Reactant: [Br:1][C:2]1[CH:3]=[C:4]([CH:12]([CH2:16][CH:17]2[CH2:21][CH2:20][CH2:19][CH2:18]2)[C:13]([OH:15])=O)[CH:5]=[CH:6][C:7]=1[S:8]([CH3:11])(=[O:10])=[O:9].F[P-](F)(F)(F)(F)F.N1(O[P+](N(C)C)(N(C)C)N(C)C)C2C=CC=CC=2N=N1.C(N(CC)CC)C.S(O)(O)(=O)=O.[NH2:61][C:62]1[NH:63][CH:64]=[CH:65][N:66]=1. Product: [Br:1][C:2]1[CH:3]=[C:4]([CH:12]([CH2:16][CH:17]2[CH2:21][CH2:20][CH2:19][CH2:18]2)[C:13]([NH:61][C:62]2[NH:63][CH:64]=[CH:65][N:66]=2)=[O:15])[CH:5]=[CH:6][C:7]=1[S:8]([CH3:11])(=[O:9])=[O:10]. The catalyst class is: 2. (3) Reactant: F[C:2]1[CH:7]=[CH:6][C:5]([N+:8]([O-:10])=[O:9])=[CH:4][C:3]=1[O:11][CH3:12].[C:13]([O:17][C:18]([N:20]1[CH2:23][CH:22]([OH:24])[CH2:21]1)=[O:19])([CH3:16])([CH3:15])[CH3:14].C(O[K])(C)(C)C. Product: [C:13]([O:17][C:18]([N:20]1[CH2:23][CH:22]([O:24][C:2]2[CH:7]=[CH:6][C:5]([N+:8]([O-:10])=[O:9])=[CH:4][C:3]=2[O:11][CH3:12])[CH2:21]1)=[O:19])([CH3:16])([CH3:14])[CH3:15]. The catalyst class is: 20.